This data is from Full USPTO retrosynthesis dataset with 1.9M reactions from patents (1976-2016). The task is: Predict the reactants needed to synthesize the given product. (1) Given the product [C:1]([SiH2:5][O:6][C:7]([CH3:27])([CH3:26])[C:8]12[O:15][C:12]([C:16]([CH3:24])([CH3:23])[O:17][SiH2:18][C:19]([CH3:22])([CH3:21])[CH3:20])([CH2:13][CH2:14]1)[CH2:11][C:10](=[O:25])[CH2:9]2)([CH3:4])([CH3:3])[CH3:2], predict the reactants needed to synthesize it. The reactants are: [C:1]([SiH2:5][O:6][C:7]([CH3:27])([CH3:26])[C:8]12[O:15][C:12]([C:16]([CH3:24])([CH3:23])[O:17][SiH2:18][C:19]([CH3:22])([CH3:21])[CH3:20])([CH:13]=[CH:14]1)[CH2:11][C:10](=[O:25])[CH2:9]2)([CH3:4])([CH3:3])[CH3:2]. (2) The reactants are: [CH3:1][C:2]1[CH:10]=[C:9]([CH3:11])[C:8]2[N:7]([S:12]([C:15]3[CH:21]=[CH:20][C:18]([CH3:19])=[CH:17][CH:16]=3)(=[O:14])=[O:13])[CH:6]=[CH:5][C:4]=2[C:3]=1[CH:22]=O.[C:24](Br)(Br)([Br:26])[Br:25].C1C=CC(P(C2C=CC=CC=2)C2C=CC=CC=2)=CC=1. Given the product [Br:25][C:24]([Br:26])=[CH:22][C:3]1[C:2]([CH3:1])=[CH:10][C:9]([CH3:11])=[C:8]2[C:4]=1[CH:5]=[CH:6][N:7]2[S:12]([C:15]1[CH:21]=[CH:20][C:18]([CH3:19])=[CH:17][CH:16]=1)(=[O:14])=[O:13], predict the reactants needed to synthesize it. (3) Given the product [CH3:23][O:22][C:20](=[O:21])[C:19]([OH:24])([C:18]([F:26])([F:25])[F:17])[C:10]1[C:11](=[O:12])[N:7]([C:1]2[CH:2]=[CH:3][CH:4]=[CH:5][CH:6]=2)[NH:8][C:9]=1[C:13]([F:15])([F:16])[F:14], predict the reactants needed to synthesize it. The reactants are: [C:1]1([N:7]2[C:11](=[O:12])[CH:10]=[C:9]([C:13]([F:16])([F:15])[F:14])[NH:8]2)[CH:6]=[CH:5][CH:4]=[CH:3][CH:2]=1.[F:17][C:18]([F:26])([F:25])[C:19](=[O:24])[C:20]([O:22][CH3:23])=[O:21]. (4) Given the product [NH2:1][C:4]1[CH:5]=[CH:6][C:7]2[CH2:13][CH2:12][CH:11]([N:14]3[CH2:18][CH2:17][CH2:16][CH2:15]3)[CH2:10][CH2:9][C:8]=2[CH:19]=1, predict the reactants needed to synthesize it. The reactants are: [N+:1]([C:4]1[CH:5]=[CH:6][C:7]2[CH2:13][CH2:12][CH:11]([N:14]3[CH2:18][CH2:17][CH2:16][CH2:15]3)[CH2:10][CH2:9][C:8]=2[CH:19]=1)([O-])=O. (5) Given the product [CH3:22][C:13]1[C:14]([C:18]([F:21])([F:19])[F:20])=[CH:15][CH:16]=[CH:17][C:12]=1[CH2:11][N:8]1[C:6]2=[N:7][C:2]([N:25]3[CH2:30][CH2:29][O:28][CH2:27][CH2:26]3)=[CH:3][C:4]([OH:23])=[C:5]2[N:10]=[CH:9]1, predict the reactants needed to synthesize it. The reactants are: Cl[C:2]1[N:7]=[C:6]2[N:8]([CH2:11][C:12]3[CH:17]=[CH:16][CH:15]=[C:14]([C:18]([F:21])([F:20])[F:19])[C:13]=3[CH3:22])[CH:9]=[N:10][C:5]2=[C:4]([O:23]C)[CH:3]=1.[NH:25]1[CH2:30][CH2:29][O:28][CH2:27][CH2:26]1.